From a dataset of Full USPTO retrosynthesis dataset with 1.9M reactions from patents (1976-2016). Predict the reactants needed to synthesize the given product. (1) Given the product [C:28]([C:27]1[C:16]([NH:15][C:12]([C:3]2[C:2](=[O:1])[C:11]3[C:6](=[CH:7][CH:8]=[CH:9][CH:10]=3)[NH:5][CH:4]=2)=[O:14])=[CH:17][C:18]2[O:22][C:21](=[O:23])[C:20]([CH3:25])([CH3:24])[C:19]=2[CH:26]=1)([CH3:31])([CH3:29])[CH3:30], predict the reactants needed to synthesize it. The reactants are: [O:1]=[C:2]1[C:11]2[C:6](=[CH:7][CH:8]=[CH:9][CH:10]=2)[NH:5][CH:4]=[C:3]1[C:12]([OH:14])=O.[NH2:15][C:16]1[C:27]([C:28]([CH3:31])([CH3:30])[CH3:29])=[CH:26][C:19]2[C:20]([CH3:25])([CH3:24])[C:21](=[O:23])[O:22][C:18]=2[CH:17]=1.CC1OCCC1.C(P1(=O)OP(CCC)(=O)OP(CCC)(=O)O1)CC.N1C=CC=CC=1.C(=O)([O-])OCC1C=C([N+]([O-])=O)C(C(C)(C)C)=CC=1Br. (2) The reactants are: [CH3:1][OH:2].[CH3:3][C:4]([C:8]1[N:12]=[CH:11][NH:10][C:9]=1[C:13]([OH:15])=O)([CH3:7])[CH:5]=[CH2:6].[CH:16](Cl)(Cl)Cl. Given the product [CH2:1]([O:2][C:13]([C:9]1[NH:10][CH:11]=[N:12][C:8]=1[C:4]([CH3:7])([CH3:3])[CH:5]=[CH2:6])=[O:15])[CH3:16], predict the reactants needed to synthesize it. (3) The reactants are: CC(C)([O-])C.[K+].[Cl:7][C:8]1[N:13]=[CH:12][C:11]2[C:14]([CH3:18])([CH3:17])[CH2:15][NH:16][C:10]=2[CH:9]=1.[C:19](O[C:19]([O:21][C:22]([CH3:25])([CH3:24])[CH3:23])=[O:20])([O:21][C:22]([CH3:25])([CH3:24])[CH3:23])=[O:20]. Given the product [C:22]([O:21][C:19]([N:16]1[C:10]2[CH:9]=[C:8]([Cl:7])[N:13]=[CH:12][C:11]=2[C:14]([CH3:18])([CH3:17])[CH2:15]1)=[O:20])([CH3:25])([CH3:24])[CH3:23], predict the reactants needed to synthesize it. (4) Given the product [C:11]([C:15]1[CH:16]=[C:17]2[C:22](=[C:23]([F:25])[CH:24]=1)[C:21](=[O:26])[N:20]([C:27]1[C:28]([CH2:29][OH:30])=[C:34]([C:2]3[N:3]=[C:4]([C:8]([NH2:10])=[O:9])[N:5]([CH3:7])[CH:6]=3)[CH:35]=[CH:36][CH:37]=1)[N:19]=[CH:18]2)([CH3:14])([CH3:12])[CH3:13], predict the reactants needed to synthesize it. The reactants are: Br[C:2]1[N:3]=[C:4]([C:8]([NH2:10])=[O:9])[N:5]([CH3:7])[CH:6]=1.[C:11]([C:15]1[CH:16]=[C:17]2[C:22](=[C:23]([F:25])[CH:24]=1)[C:21](=[O:26])[N:20]([C:27]1[CH:37]=[CH:36][CH:35]=[C:34](B3OC(C)(C)C(C)(C)O3)[C:28]=1[CH2:29][O:30]C(=O)C)[N:19]=[CH:18]2)([CH3:14])([CH3:13])[CH3:12]. (5) Given the product [Cl:23][C:8]1[CH:7]=[C:6]([C@@H:4]([NH2:1])[CH3:5])[C:15]([C:16]2[CH:21]=[CH:20][CH:19]=[C:18]([F:22])[CH:17]=2)=[C:14]2[C:9]=1[CH:10]=[CH:11][N:12]=[N:13]2, predict the reactants needed to synthesize it. The reactants are: [N:1]([C@H:4]([C:6]1[C:15]([C:16]2[CH:21]=[CH:20][CH:19]=[C:18]([F:22])[CH:17]=2)=[C:14]2[C:9]([CH:10]=[CH:11][N:12]=[N:13]2)=[C:8]([Cl:23])[CH:7]=1)[CH3:5])=[N+]=[N-].[I-].[Na+].Cl[Si](C)(C)C.S([O-])([O-])=O.[Na+].[Na+].[OH-].[Na+]. (6) Given the product [CH3:21][O:20][C:17]1[CH:18]=[CH:19][C:14]([CH2:13][O:1][CH2:2][C:3]([CH3:9])([CH3:8])[C:4]([O:6][CH3:7])=[O:5])=[CH:15][CH:16]=1, predict the reactants needed to synthesize it. The reactants are: [OH:1][CH2:2][C:3]([CH3:9])([CH3:8])[C:4]([O:6][CH3:7])=[O:5].[H-].[Na+].Cl[CH2:13][C:14]1[CH:19]=[CH:18][C:17]([O:20][CH3:21])=[CH:16][CH:15]=1.[Cl-].[NH4+]. (7) The reactants are: [NH2:1][C:2]1[CH:7]=[C:6]([O:8][C:9]2[CH:14]=[CH:13][C:12]([NH:15][C:16]([NH:18][C:19](=[O:28])[CH2:20][C:21]3[CH:26]=[CH:25][C:24]([F:27])=[CH:23][CH:22]=3)=[S:17])=[CH:11][C:10]=2[F:29])[CH:5]=[CH:4][N:3]=1.[C:30]([N:37]1[CH2:45][CH2:44][CH:40]([C:41](O)=[O:42])[CH2:39][CH2:38]1)([O:32][C:33]([CH3:36])([CH3:35])[CH3:34])=[O:31].C(N(CC)CC)C.F[P-](F)(F)(F)(F)F.N1(O[P+](N(C)C)(N(C)C)N(C)C)C2C=CC=CC=2N=N1. Given the product [F:29][C:10]1[CH:11]=[C:12]([NH:15][C:16]([NH:18][C:19](=[O:28])[CH2:20][C:21]2[CH:26]=[CH:25][C:24]([F:27])=[CH:23][CH:22]=2)=[S:17])[CH:13]=[CH:14][C:9]=1[O:8][C:6]1[CH:5]=[CH:4][N:3]=[C:2]([NH:1][C:41]([CH:40]2[CH2:44][CH2:45][N:37]([C:30]([O:32][C:33]([CH3:36])([CH3:35])[CH3:34])=[O:31])[CH2:38][CH2:39]2)=[O:42])[CH:7]=1, predict the reactants needed to synthesize it.